From a dataset of Full USPTO retrosynthesis dataset with 1.9M reactions from patents (1976-2016). Predict the reactants needed to synthesize the given product. (1) Given the product [F:30][C:27]1[CH:28]=[CH:29][C:24]([CH:17]2[C:8]3[CH:9]=[CH:10][C:11]4[C:16](=[N:15][CH:14]=[CH:13][CH:12]=4)[C:7]=3[NH:6][S:1](=[O:3])(=[O:2])[N:18]2[CH2:19][CH2:20][N:21]([CH3:23])[CH3:22])=[CH:25][CH:26]=1, predict the reactants needed to synthesize it. The reactants are: [S:1](N)(N)(=[O:3])=[O:2].[NH2:6][C:7]1[C:8]([CH:17]([C:24]2[CH:29]=[CH:28][C:27]([F:30])=[CH:26][CH:25]=2)[NH:18][CH2:19][CH2:20][N:21]([CH3:23])[CH3:22])=[CH:9][CH:10]=[C:11]2[C:16]=1[N:15]=[CH:14][CH:13]=[CH:12]2. (2) Given the product [CH2:57]([O:60][NH:61][C:42]([C@@H:41]([N:45]1[CH2:50][CH2:49][N:48]([C:51](=[O:55])[CH:52]([CH3:53])[CH3:54])[CH2:47][CH2:46]1)[CH2:40][NH:39][C:37](=[O:38])[O:36][C:32]([CH3:33])([CH3:34])[CH3:35])=[O:43])[CH:58]=[CH2:59], predict the reactants needed to synthesize it. The reactants are: F[B-](F)(F)F.N1(OC(N(C)C)=[N+](C)C)C2C=CC=CC=2N=N1.C(N(C(C)C)CC)(C)C.[C:32]([O:36][C:37]([NH:39][CH2:40][C@H:41]([N:45]1[CH2:50][CH2:49][N:48]([C:51](=[O:55])[CH:52]([CH3:54])[CH3:53])[CH2:47][CH2:46]1)[C:42](O)=[O:43])=[O:38])([CH3:35])([CH3:34])[CH3:33].Cl.[CH2:57]([O:60][NH2:61])[CH:58]=[CH2:59].C(=O)([O-])O.[Na+]. (3) Given the product [Br:1][C:2]1[CH:3]=[C:4]([C:8]2[N:13]=[C:14]3[CH:19]=[CH:18][CH:17]=[CH:16][N:15]3[CH:9]=2)[CH:5]=[CH:6][CH:7]=1, predict the reactants needed to synthesize it. The reactants are: [Br:1][C:2]1[CH:3]=[C:4]([C:8](=O)[CH3:9])[CH:5]=[CH:6][CH:7]=1.BrBr.[NH2:13][C:14]1[CH:19]=[CH:18][CH:17]=[CH:16][N:15]=1.C(=O)([O-])O.[Na+].